The task is: Predict which catalyst facilitates the given reaction.. This data is from Catalyst prediction with 721,799 reactions and 888 catalyst types from USPTO. (1) Reactant: [NH2:1][C:2]1[CH:7]=[CH:6][C:5]([S:8]([N:11]2[CH2:15][CH2:14][S:13][CH:12]2[C:16]([O:18][C@H:19]([C:30]2[CH:35]=[CH:34][C:33]([O:36][CH:37]([F:39])[F:38])=[C:32]([O:40][CH2:41][CH:42]3[CH2:44][CH2:43]3)[CH:31]=2)[CH2:20][C:21]2[C:26]([Cl:27])=[CH:25][N+:24]([O-:28])=[CH:23][C:22]=2[Cl:29])=[O:17])(=[O:10])=[O:9])=[CH:4][CH:3]=1.CS(O)(=O)=O. Product: [NH2:1][C:2]1[CH:3]=[CH:4][C:5]([S:8]([N:11]2[CH2:15][CH2:14][S:13][C@H:12]2[C:16]([O:18][C@H:19]([C:30]2[CH:35]=[CH:34][C:33]([O:36][CH:37]([F:38])[F:39])=[C:32]([O:40][CH2:41][CH:42]3[CH2:44][CH2:43]3)[CH:31]=2)[CH2:20][C:21]2[C:22]([Cl:29])=[CH:23][N+:24]([O-:28])=[CH:25][C:26]=2[Cl:27])=[O:17])(=[O:10])=[O:9])=[CH:6][CH:7]=1. The catalyst class is: 14. (2) Reactant: C(OC([N:8]1[CH2:12][CH2:11][CH2:10][C@H:9]1[CH2:13][O:14][C:15]1[CH:20]=[C:19]([N+:21]([O-:23])=[O:22])[CH:18]=[CH:17][C:16]=1[C:24]([F:30])([F:29])[C:25]([F:28])([F:27])[F:26])=O)(C)(C)C.C([O-])(O)=O.[Na+].[OH-].[Na+]. Product: [N+:21]([C:19]1[CH:18]=[CH:17][C:16]([C:24]([F:30])([F:29])[C:25]([F:26])([F:27])[F:28])=[C:15]([CH:20]=1)[O:14][CH2:13][C@@H:9]1[CH2:10][CH2:11][CH2:12][NH:8]1)([O-:23])=[O:22]. The catalyst class is: 157.